This data is from Full USPTO retrosynthesis dataset with 1.9M reactions from patents (1976-2016). The task is: Predict the reactants needed to synthesize the given product. (1) Given the product [CH:1]1([C:4]2[CH:5]=[CH:6][C:7]([C:10]([F:17])([F:16])[C:11]([OH:13])=[O:12])=[N:8][CH:9]=2)[CH2:3][CH2:2]1, predict the reactants needed to synthesize it. The reactants are: [CH:1]1([C:4]2[CH:5]=[CH:6][C:7]([C:10]([F:17])([F:16])[C:11]([O:13]CC)=[O:12])=[N:8][CH:9]=2)[CH2:3][CH2:2]1.CO.O.O.[OH-].[Li+]. (2) Given the product [CH3:1][C:2]1[O:6][N:5]=[C:4]([C:7]2[CH:8]=[CH:9][CH:10]=[CH:11][CH:12]=2)[C:3]=1[C:13]1[CH:18]=[CH:17][N:16]=[C:15]([NH:19][C:21]2[CH:26]=[CH:25][CH:24]=[CH:23][CH:22]=2)[N:14]=1, predict the reactants needed to synthesize it. The reactants are: [CH3:1][C:2]1[O:6][N:5]=[C:4]([C:7]2[CH:12]=[CH:11][CH:10]=[CH:9][CH:8]=2)[C:3]=1[C:13]1[CH:18]=[CH:17][N:16]=[C:15]([NH2:19])[N:14]=1.Br[C:21]1[CH:26]=[CH:25][CH:24]=[CH:23][CH:22]=1.C1C=CC(P(C2C(C3C(P(C4C=CC=CC=4)C4C=CC=CC=4)=CC=C4C=3C=CC=C4)=C3C(C=CC=C3)=CC=2)C2C=CC=CC=2)=CC=1.CC(C)([O-])C.[Na+]. (3) Given the product [CH3:35][C:29]1[CH:30]=[C:31]([CH3:34])[CH:32]=[CH:33][C:28]=1[N:25]1[CH2:26][CH2:27][N:22]([C:18]2[CH:17]=[C:16]([CH:11]3[CH2:10][C:9]([CH3:37])([CH3:36])[C:8]4[C:13](=[CH:14][CH:15]=[C:6]([C:4]([OH:5])=[O:3])[CH:7]=4)[NH:12]3)[CH:21]=[CH:20][CH:19]=2)[CH2:23][CH2:24]1, predict the reactants needed to synthesize it. The reactants are: C([O:3][C:4]([C:6]1[CH:7]=[C:8]2[C:13](=[CH:14][CH:15]=1)[NH:12][CH:11]([C:16]1[CH:21]=[CH:20][CH:19]=[C:18]([N:22]3[CH2:27][CH2:26][N:25]([C:28]4[CH:33]=[CH:32][C:31]([CH3:34])=[CH:30][C:29]=4[CH3:35])[CH2:24][CH2:23]3)[CH:17]=1)[CH2:10][C:9]2([CH3:37])[CH3:36])=[O:5])C.Cl. (4) Given the product [CH2:28]([O:30][C:31](=[O:40])[CH2:32][S:33][C:34]1[S:38][C:37]([NH:39][C:9](=[O:10])[C:8]2[CH:12]=[C:13]([O:15][CH2:16][C:17]3[CH:22]=[CH:21][CH:20]=[CH:19][C:18]=3[Cl:23])[CH:14]=[C:6]([O:5][CH2:4][C:3]3[CH:24]=[CH:25][CH:26]=[CH:27][C:2]=3[Cl:1])[CH:7]=2)=[N:36][CH:35]=1)[CH3:29], predict the reactants needed to synthesize it. The reactants are: [Cl:1][C:2]1[CH:27]=[CH:26][CH:25]=[CH:24][C:3]=1[CH2:4][O:5][C:6]1[CH:7]=[C:8]([CH:12]=[C:13]([O:15][CH2:16][C:17]2[CH:22]=[CH:21][CH:20]=[CH:19][C:18]=2[Cl:23])[CH:14]=1)[C:9](O)=[O:10].[CH2:28]([O:30][C:31](=[O:40])[CH2:32][S:33][C:34]1[S:38][C:37]([NH2:39])=[N:36][CH:35]=1)[CH3:29]. (5) Given the product [ClH:1].[NH:14]1[CH2:17][CH2:16][C@H:15]1[CH2:18][O:19][C:20]1[CH:21]=[C:22]([C@@H:26]2[CH2:28][C@H:27]2[CH2:29][CH2:30][OH:31])[CH:23]=[N:24][CH:25]=1, predict the reactants needed to synthesize it. The reactants are: [ClH:1].CCOCC.C(OC([N:14]1[CH2:17][CH2:16][C@H:15]1[CH2:18][O:19][C:20]1[CH:21]=[C:22]([C@@H:26]2[CH2:28][C@H:27]2[CH2:29][CH2:30][OH:31])[CH:23]=[N:24][CH:25]=1)=O)(C)(C)C. (6) Given the product [CH3:1][O:2][C:3]1[N:8]=[N:7][C:6]([C:9]2[CH:10]=[C:11]([CH:16]=[CH:17][C:18]=2[CH3:19])[C:12]([OH:14])=[O:13])=[CH:5][C:4]=1[N:20]1[CH2:21][CH2:22][O:23][CH2:24][CH2:25]1, predict the reactants needed to synthesize it. The reactants are: [CH3:1][O:2][C:3]1[N:8]=[N:7][C:6]([C:9]2[CH:10]=[C:11]([CH:16]=[CH:17][C:18]=2[CH3:19])[C:12]([O:14]C)=[O:13])=[CH:5][C:4]=1[N:20]1[CH2:25][CH2:24][O:23][CH2:22][CH2:21]1.[OH-].[Li+].Cl. (7) Given the product [Br:9][C:5]1[C:6]([CH3:8])=[CH:7][C:2]([CH:16]=[CH2:17])=[N:3][CH:4]=1, predict the reactants needed to synthesize it. The reactants are: Br[C:2]1[CH:7]=[C:6]([CH3:8])[C:5]([Br:9])=[CH:4][N:3]=1.C(=O)([O-])[O-].[K+].[K+].[C:16]1(P(C2C=CC=CC=2)C2C=CC=CC=2)C=CC=C[CH:17]=1.